This data is from M1 muscarinic receptor antagonist screen with 61,756 compounds. The task is: Binary Classification. Given a drug SMILES string, predict its activity (active/inactive) in a high-throughput screening assay against a specified biological target. (1) The drug is s1c(nc(CCNC(=O)c2sccc2)c1)c1cccnc1. The result is 0 (inactive). (2) The compound is s1c(C(=O)N2CCC(CC2)C(=O)Nc2cc3OCOc3cc2)ccc1. The result is 0 (inactive). (3) The compound is S1(=O)(=O)CC(N(S(=O)(=O)c2ccc(cc2)CCNC(=O)C)C)CC1. The result is 0 (inactive). (4) The compound is s1c(Nc2c(c(ccc2)C)C)n[nH]c1=S. The result is 0 (inactive). (5) The compound is Clc1ccc(S(=O)(=O)/N=C\N2CCOCC2)cc1. The result is 0 (inactive). (6) The compound is s1c(C(=O)Nc2cc3[nH]c(nc3cc2)c2n(ccc2)C)ccc1. The result is 0 (inactive). (7) The compound is S(=O)(=O)(N(Cc1occc1)CC(=O)Nc1ccccc1)c1ccc(S(=O)(=O)N(C)C)cc1. The result is 0 (inactive).